From a dataset of Forward reaction prediction with 1.9M reactions from USPTO patents (1976-2016). Predict the product of the given reaction. Given the reactants [N-:1]=[N+:2]=[N-:3].[Na+].[CH2:5]([O:7][C:8]([C:10]1[C:14]([CH:15]=[O:16])=[C:13](Cl)[N:12]([CH2:18][C:19]2[CH:24]=[CH:23][CH:22]=[CH:21][C:20]=2[F:25])[N:11]=1)=[O:9])[CH3:6].CN(C)C=O, predict the reaction product. The product is: [N:1]([C:13]1[N:12]([CH2:18][C:19]2[CH:24]=[CH:23][CH:22]=[CH:21][C:20]=2[F:25])[N:11]=[C:10]([C:8]([O:7][CH2:5][CH3:6])=[O:9])[C:14]=1[CH:15]=[O:16])=[N+:2]=[N-:3].